This data is from Retrosynthesis with 50K atom-mapped reactions and 10 reaction types from USPTO. The task is: Predict the reactants needed to synthesize the given product. (1) The reactants are: CC(C)(CN1CCCCC1)C(=O)OCc1ccccc1. Given the product CC(C)(CN1CCCCC1)C(=O)O, predict the reactants needed to synthesize it. (2) Given the product Cc1ccc(-c2oncc2C(=O)N2CCC3(CC2)c2ccccc2CN3S(C)(=O)=O)cc1, predict the reactants needed to synthesize it. The reactants are: CS(=O)(=O)N1Cc2ccccc2C12CCNCC2.Cc1ccc(-c2oncc2C(=O)Cl)cc1. (3) Given the product Cc1cc(Br)ccc1[C@@H](CO)COCc1ccccc1, predict the reactants needed to synthesize it. The reactants are: Cc1cc(Br)ccc1[C@H](COCc1ccccc1)C(=O)O. (4) Given the product CCCS(=O)(=O)Nc1ccc(F)c(C(=O)Nc2cnc3[nH]cc(C(C)=O)c3c2)c1F, predict the reactants needed to synthesize it. The reactants are: CC(=O)Cl.CCCS(=O)(=O)Nc1ccc(F)c(C(=O)Nc2cnc3[nH]ccc3c2)c1F. (5) Given the product COC(=O)CCCN(C)CC(C)Oc1ncnc2oc(-c3ccccc3)c(-c3ccc(OC)cc3)c12, predict the reactants needed to synthesize it. The reactants are: CNCC(C)Oc1ncnc2oc(-c3ccccc3)c(-c3ccc(OC)cc3)c12.COC(=O)CCCBr. (6) Given the product CC(C)(C)C#Cc1ccc(C#N)cc1, predict the reactants needed to synthesize it. The reactants are: C#CC(C)(C)C.N#Cc1ccc(Br)cc1. (7) Given the product CC(=O)c1ccc(OCc2ccccc2)c2[nH]c(=O)ccc12, predict the reactants needed to synthesize it. The reactants are: BrCc1ccccc1.CC(=O)c1ccc(O)c2[nH]c(=O)ccc12.